From a dataset of Forward reaction prediction with 1.9M reactions from USPTO patents (1976-2016). Predict the product of the given reaction. (1) Given the reactants C(O[C:4]([C:6]1[CH:7]=[C:8]2[C:12](=[CH:13][CH:14]=1)[NH:11][N:10]=[C:9]2[C:15]1[CH:24]=[CH:23][C:22]2[C:17](=[CH:18][CH:19]=[C:20]([O:25][CH3:26])[CH:21]=2)[CH:16]=1)=[NH:5])C.[N:27]1([CH2:33][C:34]([NH:36][NH2:37])=O)[CH2:32][CH2:31][O:30][CH2:29][CH2:28]1, predict the reaction product. The product is: [CH3:26][O:25][C:20]1[CH:21]=[C:22]2[C:17](=[CH:18][CH:19]=1)[CH:16]=[C:15]([C:9]1[C:8]3[C:12](=[CH:13][CH:14]=[C:6]([C:4]4[N:5]=[C:34]([CH2:33][N:27]5[CH2:32][CH2:31][O:30][CH2:29][CH2:28]5)[NH:36][N:37]=4)[CH:7]=3)[NH:11][N:10]=1)[CH:24]=[CH:23]2. (2) Given the reactants [NH2:1][C:2]1[N:7]=[C:6]([NH:8][S:9]([C:12]2[CH:17]=[CH:16][C:15]([C:18]3[CH:23]=[CH:22][C:21]([C:24]#[N:25])=[CH:20][CH:19]=3)=[CH:14][CH:13]=2)(=[O:11])=[O:10])[CH:5]=[CH:4][CH:3]=1.[CH:26](=O)[CH3:27].C([BH3-])#N.[Na+], predict the reaction product. The product is: [C:24]([C:21]1[CH:22]=[CH:23][C:18]([C:15]2[CH:16]=[CH:17][C:12]([S:9]([NH:8][C:6]3[CH:5]=[CH:4][CH:3]=[C:2]([NH:1][CH2:26][CH3:27])[N:7]=3)(=[O:11])=[O:10])=[CH:13][CH:14]=2)=[CH:19][CH:20]=1)#[N:25]. (3) Given the reactants [C:1](=[O:19])([O:17][CH3:18])[O:2][C:3]1[CH:8]=[CH:7][C:6]([C:9]([CH3:12])([CH3:11])[CH3:10])=[CH:5][C:4]=1[C:13]([CH3:16])([CH3:15])[CH3:14].C(Cl)Cl.S(=O)(=O)(O)O.[N+:28]([O-])([OH:30])=[O:29], predict the reaction product. The product is: [C:1](=[O:19])([O:17][CH3:18])[O:2][C:3]1[CH:8]=[C:7]([N+:28]([O-:30])=[O:29])[C:6]([C:9]([CH3:10])([CH3:11])[CH3:12])=[CH:5][C:4]=1[C:13]([CH3:16])([CH3:15])[CH3:14]. (4) Given the reactants [CH3:1][N:2]1[CH:10]=[C:9]2[C:4]([CH:5]=[CH:6][C:7]3[CH2:13][CH2:12][C:11](=[CH:14][CH2:15][NH2:16])[C:8]=32)=[N:3]1.C(N(CC)CC)C.[C:24](O[C:24](=[O:27])[CH2:25][CH3:26])(=[O:27])[CH2:25][CH3:26], predict the reaction product. The product is: [CH3:1][N:2]1[CH:10]=[C:9]2[C:4]([CH:5]=[CH:6][C:7]3[CH2:13][CH2:12][C:11](=[CH:14][CH2:15][NH:16][C:24](=[O:27])[CH2:25][CH3:26])[C:8]=32)=[N:3]1. (5) The product is: [CH2:18]([NH:20][C:21](=[O:22])[O:17][C:13]1[CH:12]=[C:11]2[C:16](=[CH:15][CH:14]=1)[N:8]([CH2:1][C:2]1[CH:3]=[CH:4][CH:5]=[CH:6][CH:7]=1)[CH2:9][CH2:10]2)[CH3:19]. Given the reactants [CH2:1]([N:8]1[C:16]2[C:11](=[CH:12][C:13]([OH:17])=[CH:14][CH:15]=2)[CH2:10][CH2:9]1)[C:2]1[CH:7]=[CH:6][CH:5]=[CH:4][CH:3]=1.[CH2:18]([N:20]=[C:21]=[O:22])[CH3:19], predict the reaction product. (6) Given the reactants COC(=O)C1C=CC(CN(CC2C=CC=CC=2)S(C2C=CC([Cl:21])=CC=2)(=O)=O)=CC=1.Cl.[CH2:31]([NH:38][CH2:39][C:40]1[CH:49]=[CH:48][C:43]([C:44]([O:46][CH3:47])=[O:45])=[CH:42][CH:41]=1)[C:32]1[CH:37]=[CH:36][CH:35]=[CH:34][CH:33]=1.Cl[C:51]1[N:56]=[CH:55][C:54]([S:57](Cl)(=[O:59])=[O:58])=[CH:53][CH:52]=1, predict the reaction product. The product is: [CH2:31]([N:38]([CH2:39][C:40]1[CH:41]=[CH:42][C:43]([C:44]([O:46][CH3:47])=[O:45])=[CH:48][CH:49]=1)[S:57]([C:54]1[CH:55]=[N:56][CH:51]=[CH:52][C:53]=1[Cl:21])(=[O:59])=[O:58])[C:32]1[CH:33]=[CH:34][CH:35]=[CH:36][CH:37]=1. (7) The product is: [NH2:1][CH2:4][C:5]1[C:6]([C:11]2([OH:34])[CH2:12][CH:13]3[N:18]([CH:19]([C:20]4[CH:25]=[CH:24][CH:23]=[CH:22][C:21]=4[Cl:26])[C:27]4[CH:32]=[CH:31][CH:30]=[CH:29][C:28]=4[Cl:33])[CH:16]([CH2:15][CH2:14]3)[CH2:17]2)=[N:7][CH:8]=[CH:9][CH:10]=1. Given the reactants [N:1]([CH2:4][C:5]1[C:6]([C:11]2([OH:34])[CH2:17][CH:16]3[N:18]([CH:19]([C:27]4[CH:32]=[CH:31][CH:30]=[CH:29][C:28]=4[Cl:33])[C:20]4[CH:25]=[CH:24][CH:23]=[CH:22][C:21]=4[Cl:26])[CH:13]([CH2:14][CH2:15]3)[CH2:12]2)=[N:7][CH:8]=[CH:9][CH:10]=1)=[N+]=[N-], predict the reaction product. (8) Given the reactants [CH3:1][O:2][C:3]1[C:4](=[O:25])[C:5]([CH3:24])=[C:6]([CH2:12][C:13]2[CH:14]=[C:15]([CH2:19][CH2:20][C:21](O)=[O:22])[CH:16]=[CH:17][CH:18]=2)[C:7](=[O:11])[C:8]=1[O:9][CH3:10].[CH:26]([NH2:29])([CH3:28])[CH3:27], predict the reaction product. The product is: [CH3:1][O:2][C:3]1[C:4](=[O:25])[C:5]([CH3:24])=[C:6]([CH2:12][C:13]2[CH:14]=[C:15]([CH2:19][CH2:20][C:21]([NH:29][CH:26]([CH3:28])[CH3:27])=[O:22])[CH:16]=[CH:17][CH:18]=2)[C:7](=[O:11])[C:8]=1[O:9][CH3:10]. (9) Given the reactants [CH3:1]COCC.[Li]C.[Br:8][C:9]1[CH:20]=[CH:19][C:12]([CH:13]=[CH:14][C:15]([O:17][CH3:18])=[O:16])=[CH:11][CH:10]=1, predict the reaction product. The product is: [Br:8][C:9]1[CH:10]=[CH:11][C:12]([CH:13]([CH3:1])[CH2:14][C:15]([O:17][CH3:18])=[O:16])=[CH:19][CH:20]=1. (10) Given the reactants [CH2:1]([CH:8]([CH:13]=O)[C:9]([O:11]C)=O)[C:2]1[CH:7]=[CH:6][CH:5]=[CH:4][CH:3]=1.[CH2:15]([O:22][CH2:23][CH2:24][CH2:25][N:26]([CH:38]1[CH2:42][CH2:41][CH2:40][CH2:39]1)[S:27]([C:30]1[CH:31]=[N:32][C:33]([NH:36][NH2:37])=[CH:34][CH:35]=1)(=[O:29])=[O:28])[C:16]1[CH:21]=[CH:20][CH:19]=[CH:18][CH:17]=1, predict the reaction product. The product is: [CH2:1]([C:8]1[C:9](=[O:11])[N:36]([C:33]2[N:32]=[CH:31][C:30]([S:27]([N:26]([CH2:25][CH2:24][CH2:23][O:22][CH2:15][C:16]3[CH:17]=[CH:18][CH:19]=[CH:20][CH:21]=3)[CH:38]3[CH2:42][CH2:41][CH2:40][CH2:39]3)(=[O:29])=[O:28])=[CH:35][CH:34]=2)[NH:37][CH:13]=1)[C:2]1[CH:3]=[CH:4][CH:5]=[CH:6][CH:7]=1.